From a dataset of Forward reaction prediction with 1.9M reactions from USPTO patents (1976-2016). Predict the product of the given reaction. (1) Given the reactants [CH:1]12[CH2:10][CH:5]3[CH2:6][CH:7]([CH2:9][CH:3]([CH2:4]3)[CH:2]1[N:11]1[C:14](=[O:15])[C:13]([CH3:17])([CH3:16])[NH:12]1)[CH2:8]2.[CH2:18]1[O:28][C:27]2[CH:26]=[CH:25][C:22]([CH2:23]Br)=[CH:21][C:20]=2[O:19]1, predict the reaction product. The product is: [O:28]1[C:27]2[CH:26]=[CH:25][C:22]([CH2:23][N:12]3[C:13]([CH3:17])([CH3:16])[C:14](=[O:15])[N:11]3[CH:2]3[CH:3]4[CH2:4][CH:5]5[CH2:6][CH:7]([CH2:8][CH:1]3[CH2:10]5)[CH2:9]4)=[CH:21][C:20]=2[O:19][CH2:18]1. (2) Given the reactants [C:1]([C:3]1[CH:4]=[CH:5][C:6](F)=[C:7]([S:9]([N:12]2[CH2:18][CH2:17][CH2:16][N:15]([C:19]([O:21][C:22]([CH3:25])([CH3:24])[CH3:23])=[O:20])[CH2:14][CH2:13]2)(=[O:11])=[O:10])[CH:8]=1)#[N:2].[Cl:27][C:28]1[CH:29]=[C:30]([OH:35])[CH:31]=[C:32]([Cl:34])[CH:33]=1.[H-].[Na+], predict the reaction product. The product is: [C:1]([C:3]1[CH:4]=[CH:5][C:6]([O:35][C:30]2[CH:29]=[C:28]([Cl:27])[CH:33]=[C:32]([Cl:34])[CH:31]=2)=[C:7]([S:9]([N:12]2[CH2:18][CH2:17][CH2:16][N:15]([C:19]([O:21][C:22]([CH3:25])([CH3:24])[CH3:23])=[O:20])[CH2:14][CH2:13]2)(=[O:11])=[O:10])[CH:8]=1)#[N:2]. (3) Given the reactants Br[CH:2]([C:39]([CH3:42])([CH3:41])[CH3:40])[C:3]([N:5]([CH2:31][C:32]1[CH:37]=[CH:36][C:35]([F:38])=[CH:34][CH:33]=1)[CH2:6][C:7]1[N:8]=[CH:9][N:10](C(C2C=CC=CC=2)(C2C=CC=CC=2)C2C=CC=CC=2)[CH:11]=1)=[O:4], predict the reaction product. The product is: [C:39]([CH:2]1[N:8]2[CH:9]=[N:10][CH:11]=[C:7]2[CH2:6][N:5]([CH2:31][C:32]2[CH:37]=[CH:36][C:35]([F:38])=[CH:34][CH:33]=2)[C:3]1=[O:4])([CH3:42])([CH3:41])[CH3:40]. (4) Given the reactants [F:1][C:2]1[CH:7]=[C:6]([N:8]2[CH2:12][C@H:11]([CH2:13][N:14]3[CH:18]=[CH:17][N:16]=[N:15]3)[O:10][C:9]2=[O:19])[CH:5]=[CH:4][C:3]=1[C:20]1[CH:21]=[CH:22][C:23]([C:26]2[CH2:30][C@@H:29]([CH2:31][O:32][CH2:33][CH2:34][N:35]([CH3:44])[CH2:36][C:37]([O:39]C(C)(C)C)=[O:38])[O:28][N:27]=2)=[N:24][CH:25]=1, predict the reaction product. The product is: [F:1][C:2]1[CH:7]=[C:6]([N:8]2[CH2:12][C@H:11]([CH2:13][N:14]3[CH:18]=[CH:17][N:16]=[N:15]3)[O:10][C:9]2=[O:19])[CH:5]=[CH:4][C:3]=1[C:20]1[CH:21]=[CH:22][C:23]([C:26]2[CH2:30][C@@H:29]([CH2:31][O:32][CH2:33][CH2:34][N:35]([CH3:44])[CH2:36][C:37]([OH:39])=[O:38])[O:28][N:27]=2)=[N:24][CH:25]=1. (5) Given the reactants [N:1]1([C:7]2[C:13]3[CH:14]=[CH:15][CH:16]=[CH:17][C:12]=3[S:11][C:10]3[CH:18]=[CH:19][CH:20]=[CH:21][C:9]=3[N:8]=2)[CH2:6][CH2:5][NH:4][CH2:3][CH2:2]1.[C:22]([OH:31])(=[O:30])[C@@H:23]([C@H:25]([C:27]([OH:29])=[O:28])[OH:26])[OH:24], predict the reaction product. The product is: [OH2:24].[C:22]([OH:31])(=[O:30])[C@@H:23]([C@H:25]([C:27]([OH:29])=[O:28])[OH:26])[OH:24].[N:1]1([C:7]2[C:13]3[CH:14]=[CH:15][CH:16]=[CH:17][C:12]=3[S:11][C:10]3[CH:18]=[CH:19][CH:20]=[CH:21][C:9]=3[N:8]=2)[CH2:2][CH2:3][NH:4][CH2:5][CH2:6]1. (6) Given the reactants O[C:2]1[C:10]([NH:11][C:12](=[O:14])[CH3:13])=[CH:9][CH:8]=[C:7]2[C:3]=1[C:4](=[O:15])[CH2:5][CH2:6]2.C1(C)C=CC(S([O-])(=O)=O)=CC=1.[NH+]1C=CC=CC=1, predict the reaction product. The product is: [CH3:13][C:12]1[O:14][C:2]2[C:3]3[C:4](=[O:15])[CH2:5][CH2:6][C:7]=3[CH:8]=[CH:9][C:10]=2[N:11]=1.